From a dataset of Full USPTO retrosynthesis dataset with 1.9M reactions from patents (1976-2016). Predict the reactants needed to synthesize the given product. (1) Given the product [Br:11][C:12]1[CH:13]=[C:14]([O:18][C:9]2[CH:8]=[CH:7][C:4]([CH:5]=[O:6])=[CH:3][C:2]=2[F:1])[CH:15]=[N:16][CH:17]=1, predict the reactants needed to synthesize it. The reactants are: [F:1][C:2]1[CH:3]=[C:4]([CH:7]=[CH:8][C:9]=1F)[CH:5]=[O:6].[Br:11][C:12]1[CH:13]=[C:14]([OH:18])[CH:15]=[N:16][CH:17]=1. (2) Given the product [CH3:41][CH:40]([O:1][C:2]1[CH:3]=[C:4]([CH:7]=[C:8]([C:10]([F:11])([F:12])[F:13])[CH:9]=1)[C:5]#[N:6])[CH2:39][C:33]1[CH:38]=[CH:37][CH:36]=[CH:35][CH:34]=1, predict the reactants needed to synthesize it. The reactants are: [OH:1][C:2]1[CH:3]=[C:4]([CH:7]=[C:8]([C:10]([F:13])([F:12])[F:11])[CH:9]=1)[C:5]#[N:6].C1C=CC(P(C2C=CC=CC=2)C2C=CC=CC=2)=CC=1.[C:33]1([CH2:39][CH:40](O)[CH3:41])[CH:38]=[CH:37][CH:36]=[CH:35][CH:34]=1.CCOC(/N=N/C(OCC)=O)=O.